From a dataset of Full USPTO retrosynthesis dataset with 1.9M reactions from patents (1976-2016). Predict the reactants needed to synthesize the given product. (1) Given the product [Br:40][CH2:18][C:16]1[N:17]=[C:13]([C:7]2[CH:8]=[CH:9][C:10]([O:11][CH3:12])=[C:5]([O:4][CH2:3][CH2:2][F:1])[CH:6]=2)[S:14][C:15]=1[CH3:20], predict the reactants needed to synthesize it. The reactants are: [F:1][CH2:2][CH2:3][O:4][C:5]1[CH:6]=[C:7]([C:13]2[S:14][C:15]([CH3:20])=[C:16]([CH2:18]O)[N:17]=2)[CH:8]=[CH:9][C:10]=1[O:11][CH3:12].C1C=CC(P(C2C=CC=CC=2)C2C=CC=CC=2)=CC=1.[Br:40]C(Br)(Br)C(C(Br)(Br)Br)=O. (2) Given the product [Br:3][CH:4]1[CH2:21][CH2:22][N:7]([CH:8]2[CH2:13][CH2:12][N:11]([C:14]([O:16][C:17]([CH3:20])([CH3:19])[CH3:18])=[O:15])[CH2:10][CH2:9]2)[C:5]1=[O:6], predict the reactants needed to synthesize it. The reactants are: [H-].[Na+].[Br:3][CH:4]([CH2:21][CH2:22]Br)[C:5]([NH:7][CH:8]1[CH2:13][CH2:12][N:11]([C:14]([O:16][C:17]([CH3:20])([CH3:19])[CH3:18])=[O:15])[CH2:10][CH2:9]1)=[O:6]. (3) Given the product [N+:1]([C:4]1[CH:29]=[C:28]2[C:7]([CH2:8][C@:9]3([CH2:27]2)[C:17]2[C:12](=[N:13][CH:14]=[CH:15][CH:16]=2)[NH:11][C:10]3=[O:26])=[CH:6][C:5]=1[CH2:30][C:31]([OH:33])=[O:32])([O-:3])=[O:2], predict the reactants needed to synthesize it. The reactants are: [N+:1]([C:4]1[CH:29]=[C:28]2[C:7]([CH2:8][C@:9]3([CH2:27]2)[C:17]2[C:12](=[N:13][CH:14]=[CH:15][CH:16]=2)[N:11](COCC[Si](C)(C)C)[C:10]3=[O:26])=[CH:6][C:5]=1[CH2:30][C:31]([O:33]C(C)(C)C)=[O:32])([O-:3])=[O:2].Cl.[OH-].[Na+].C(N)CN. (4) The reactants are: [Cl:1][C:2]1[C:10]([O:11]CC2C=CC=CC=2)=[CH:9][CH:8]=[C:7]2[C:3]=1[CH:4]=[C:5]([CH:28]([F:30])[F:29])[N:6]2[S:19]([C:22]1[CH:27]=[CH:26][CH:25]=[CH:24][CH:23]=1)(=[O:21])=[O:20].B(Br)(Br)Br.C([O-])(O)=O.[Na+]. Given the product [Cl:1][C:2]1[C:10]([OH:11])=[CH:9][CH:8]=[C:7]2[C:3]=1[CH:4]=[C:5]([CH:28]([F:30])[F:29])[N:6]2[S:19]([C:22]1[CH:27]=[CH:26][CH:25]=[CH:24][CH:23]=1)(=[O:21])=[O:20], predict the reactants needed to synthesize it.